From a dataset of Reaction yield outcomes from USPTO patents with 853,638 reactions. Predict the reaction yield, written as a fraction of the theoretical maximum amount of product (1.0 means a 100% yield; for example, 0.34 means a 34% yield). (1) The reactants are [CH3:1][C:2]1[CH:11]=[CH:10][C:9]2[C:4](=[CH:5][C:6]([OH:12])=[CH:7][CH:8]=2)[N:3]=1.C1C=CC(P(C2C=CC=CC=2)C2C=CC=CC=2)=CC=1.[CH3:32][O:33][C@@H:34]([CH3:37])[CH2:35]O.N(C(OC(C)C)=O)=NC(OC(C)C)=O.Cl. The catalyst is C1COCC1.CCOC(C)=O.O. The product is [CH3:32][O:33][C@@H:34]([CH3:37])[CH2:35][O:12][C:6]1[CH:5]=[C:4]2[C:9]([CH:10]=[CH:11][C:2]([CH3:1])=[N:3]2)=[CH:8][CH:7]=1. The yield is 0.510. (2) The reactants are C([N:8]1[CH2:12][CH2:11][C:10]([C:25]2[CH:30]=[CH:29][C:28]([C:31]([O:40][CH2:41][C:42]3[C:47]([F:48])=[CH:46][CH:45]=[CH:44][C:43]=3[F:49])([C:36]([F:39])([F:38])[F:37])[C:32]([F:35])([F:34])[F:33])=[CH:27][CH:26]=2)([S:13]([C:16]2[CH:21]=[CH:20][C:19]([F:22])=[C:18]([CH:23]=[CH2:24])[CH:17]=2)(=[O:15])=[O:14])[CH2:9]1)C1C=CC=CC=1. The catalyst is [Pd].CO. The product is [F:48][C:47]1[CH:46]=[CH:45][CH:44]=[C:43]([F:49])[C:42]=1[CH2:41][O:40][C:31]([C:28]1[CH:29]=[CH:30][C:25]([C:10]2([S:13]([C:16]3[CH:21]=[CH:20][C:19]([F:22])=[C:18]([CH2:23][CH3:24])[CH:17]=3)(=[O:15])=[O:14])[CH2:11][CH2:12][NH:8][CH2:9]2)=[CH:26][CH:27]=1)([C:32]([F:35])([F:33])[F:34])[C:36]([F:39])([F:38])[F:37]. The yield is 0.930. (3) The reactants are [CH3:1][C:2]1([CH3:8])[O:6][C:5](=[O:7])[CH2:4][CH2:3]1.[Li+].CC([N-]C(C)C)C.[CH:17]1([C:20]2[N:24]([C:25]([O:27][C:28]([CH3:31])([CH3:30])[CH3:29])=[O:26])[C:23]3[CH:32]=[C:33]([C:38]4[C:39]([CH3:44])=[N:40][O:41][C:42]=4[CH3:43])[CH:34]=[C:35]([CH:36]=[O:37])[C:22]=3[N:21]=2)[CH2:19][CH2:18]1. No catalyst specified. The product is [CH:17]1([C:20]2[N:24]([C:25]([O:27][C:28]([CH3:31])([CH3:30])[CH3:29])=[O:26])[C:23]3[CH:32]=[C:33]([C:38]4[C:39]([CH3:44])=[N:40][O:41][C:42]=4[CH3:43])[CH:34]=[C:35]([CH:36]([CH:4]4[CH2:3][C:2]([CH3:8])([CH3:1])[O:6][C:5]4=[O:7])[OH:37])[C:22]=3[N:21]=2)[CH2:18][CH2:19]1. The yield is 0.100. (4) The reactants are [CH3:1][C:2]([O:5][C:6]([N:8]1[C@@H:15]([C:16]2[CH:21]=[CH:20][C:19]([O:22][CH2:23][C:24]3[CH:29]=[CH:28][CH:27]=[CH:26][C:25]=3[F:30])=[C:18]([O:31][CH3:32])[CH:17]=2)[CH2:14][CH2:13][C@@:9]1([CH3:33])[C:10](O)=[O:11])=[O:7])([CH3:4])[CH3:3].C([N:37](C(C)C)CC)(C)C.CN(C(ON1N=NC2C=CC=CC1=2)=[N+](C)C)C.[B-](F)(F)(F)F.C[Si](N[Si](C)(C)C)(C)C.C([O-])(O)=O.[Na+]. The catalyst is CN(C=O)C. The product is [NH2:37][C:10]([C@:9]1([CH3:33])[CH2:13][CH2:14][C@H:15]([C:16]2[CH:21]=[CH:20][C:19]([O:22][CH2:23][C:24]3[CH:29]=[CH:28][CH:27]=[CH:26][C:25]=3[F:30])=[C:18]([O:31][CH3:32])[CH:17]=2)[N:8]1[C:6]([O:5][C:2]([CH3:4])([CH3:3])[CH3:1])=[O:7])=[O:11]. The yield is 0.730. (5) The reactants are Cl[C:2]1[CH:7]=[C:6]([C:8]2[CH:13]=[C:12]([Cl:14])[CH:11]=[CH:10][C:9]=2[CH3:15])[N:5]=[C:4]([NH2:16])[N:3]=1.[CH3:17][O:18][C:19]1[CH:24]=[CH:23][C:22]([NH2:25])=[CH:21][CH:20]=1. No catalyst specified. The product is [Cl:14][C:12]1[CH:11]=[CH:10][C:9]([CH3:15])=[C:8]([C:6]2[N:5]=[C:4]([NH2:16])[N:3]=[C:2]([NH:25][C:22]3[CH:23]=[CH:24][C:19]([O:18][CH3:17])=[CH:20][CH:21]=3)[CH:7]=2)[CH:13]=1. The yield is 0.520. (6) The reactants are [Li+].[OH-].C([O:6][C:7]1[CH:19]=[C:18]([CH2:20][N:21]2[C:25]3[CH:26]=[CH:27][C:28]([O:30]C(=O)C)=[CH:29][C:24]=3[O:23][C:22]2=[O:34])[CH:17]=[CH:16][C:8]=1[O:9][CH2:10][C:11]([O:13]CC)=[O:12])(=O)C. The catalyst is O.C1COCC1. The product is [OH:6][C:7]1[CH:19]=[C:18]([CH2:20][N:21]2[C:25]3[CH:26]=[CH:27][C:28]([OH:30])=[CH:29][C:24]=3[O:23][C:22]2=[O:34])[CH:17]=[CH:16][C:8]=1[O:9][CH2:10][C:11]([OH:13])=[O:12]. The yield is 0.665. (7) The reactants are [CH3:1][O:2][C:3]1[CH:55]=[CH:54][C:6]([C:7]([NH:20][C:21]2[N:29]=[CH:28][N:27]=[C:26]3[C:22]=2[N:23]=[CH:24][N:25]3[C@H:30]2[O:43][C@@H:42]([CH2:44][O:45]C(=O)C3C=CC=CC=3)[C@@H:32]([O:33]C(=O)C3C=CC=CC=3)[CH2:31]2)([C:14]2[CH:19]=[CH:18][CH:17]=[CH:16][CH:15]=2)[C:8]2[CH:13]=[CH:12][CH:11]=[CH:10][CH:9]=2)=[CH:5][CH:4]=1. The catalyst is N. The product is [CH3:1][O:2][C:3]1[CH:4]=[CH:5][C:6]([C:7]([NH:20][C:21]2[N:29]=[CH:28][N:27]=[C:26]3[C:22]=2[N:23]=[CH:24][N:25]3[C@H:30]2[O:43][C@@H:42]([CH2:44][OH:45])[C@@H:32]([OH:33])[CH2:31]2)([C:14]2[CH:15]=[CH:16][CH:17]=[CH:18][CH:19]=2)[C:8]2[CH:9]=[CH:10][CH:11]=[CH:12][CH:13]=2)=[CH:54][CH:55]=1. The yield is 0.980.